This data is from Full USPTO retrosynthesis dataset with 1.9M reactions from patents (1976-2016). The task is: Predict the reactants needed to synthesize the given product. (1) Given the product [C:14]([N:12]1[CH:13]=[C:9]([C:35]2[C:36]([NH2:41])=[N:37][CH:38]=[CH:39][CH:40]=2)[CH:10]=[N:11]1)([C:21]1[CH:22]=[CH:23][CH:24]=[CH:25][CH:26]=1)([C:27]1[CH:32]=[CH:31][CH:30]=[CH:29][CH:28]=1)[C:15]1[CH:16]=[CH:17][CH:18]=[CH:19][CH:20]=1, predict the reactants needed to synthesize it. The reactants are: CC1(C)C(C)(C)OB([C:9]2[CH:10]=[N:11][N:12]([C:14]([C:27]3[CH:32]=[CH:31][CH:30]=[CH:29][CH:28]=3)([C:21]3[CH:26]=[CH:25][CH:24]=[CH:23][CH:22]=3)[C:15]3[CH:20]=[CH:19][CH:18]=[CH:17][CH:16]=3)[CH:13]=2)O1.Br[C:35]1[C:36]([NH2:41])=[N:37][CH:38]=[CH:39][CH:40]=1.C1(C)C=CC=CC=1.C(=O)([O-])[O-].[Na+].[Na+]. (2) Given the product [CH3:15][O:16][C:17]1[CH:22]=[CH:21][C:20]([CH2:23][CH2:24][NH:25][C:12]([C:10]2[S:11][C:7]([C:4]3[CH:3]=[CH:2][N:1]=[CH:6][CH:5]=3)=[CH:8][CH:9]=2)=[O:14])=[CH:19][CH:18]=1, predict the reactants needed to synthesize it. The reactants are: [N:1]1[CH:6]=[CH:5][C:4]([C:7]2[S:11][C:10]([C:12]([OH:14])=O)=[CH:9][CH:8]=2)=[CH:3][CH:2]=1.[CH3:15][O:16][C:17]1[CH:22]=[CH:21][C:20]([CH2:23][CH2:24][NH2:25])=[CH:19][CH:18]=1. (3) Given the product [OH:1][C:2]1[N:6]([CH3:7])[N:5]=[C:4]([C:8]([F:11])([F:10])[F:9])[C:3]=1[CH:21]=[O:22], predict the reactants needed to synthesize it. The reactants are: [OH:1][C:2]1[N:6]([CH3:7])[N:5]=[C:4]([C:8]([F:11])([F:10])[F:9])[CH:3]=1.P(Cl)(Cl)(Cl)=O.O.CN([CH:21]=[O:22])C. (4) Given the product [N+:14]([C:17]1[CH:22]=[CH:21][C:20]([S:23]([N:1]2[CH2:6][CH:5]([OH:7])[CH2:4][N:3]([S:23]([C:20]3[CH:19]=[CH:18][C:17]([N+:14]([O-:16])=[O:15])=[CH:22][CH:21]=3)(=[O:24])=[O:25])[CH2:2]2)(=[O:25])=[O:24])=[CH:19][CH:18]=1)([O-:16])=[O:15], predict the reactants needed to synthesize it. The reactants are: [NH:1]1[CH2:6][CH:5]([OH:7])[CH2:4][NH:3][CH2:2]1.C(=O)([O-])[O-].[Na+].[Na+].[N+:14]([C:17]1[CH:22]=[CH:21][C:20]([S:23](Cl)(=[O:25])=[O:24])=[CH:19][CH:18]=1)([O-:16])=[O:15]. (5) The reactants are: [F:1][C:2]1[C:3]([O:19][CH3:20])=[C:4]([C@H:8]([CH3:18])[CH2:9][C@:10]([OH:17])([C:13]([F:16])([F:15])[F:14])[CH:11]=O)[CH:5]=[CH:6][CH:7]=1.[NH2:21][C:22]1[CH:31]=[CH:30][CH:29]=[C:28]2[C:23]=1[CH:24]=[N:25][N:26]([CH3:33])[C:27]2=[O:32]. Given the product [F:1][C:2]1[C:3]([O:19][CH3:20])=[C:4]([C@H:8]([CH3:18])[CH2:9][C@:10]([OH:17])([C:13]([F:14])([F:15])[F:16])[CH:11]=[N:21][C:22]2[CH:31]=[CH:30][CH:29]=[C:28]3[C:23]=2[CH:24]=[N:25][N:26]([CH3:33])[C:27]3=[O:32])[CH:5]=[CH:6][CH:7]=1, predict the reactants needed to synthesize it. (6) Given the product [Cl:1][C:2]1[C:10]([CH3:11])=[N:9][C:8]2[N:4]([N:5]=[C:6]3[CH2:14][N:13]([C:15]([C:17]4[CH:22]=[CH:21][CH:20]=[CH:19][C:18]=4[O:23][CH:24]4[CH2:28][CH2:27][N:26]([CH3:34])[CH2:25]4)=[O:16])[CH2:12][C:7]3=2)[C:3]=1[CH3:29], predict the reactants needed to synthesize it. The reactants are: [Cl:1][C:2]1[C:10]([CH3:11])=[N:9][C:8]2[N:4]([N:5]=[C:6]3[CH2:14][N:13]([C:15]([C:17]4[CH:22]=[CH:21][CH:20]=[CH:19][C:18]=4[O:23][CH:24]4[CH2:28][CH2:27][NH:26][CH2:25]4)=[O:16])[CH2:12][C:7]3=2)[C:3]=1[CH3:29].C=O.[BH4-].[Na+].[C:34](O)(C(F)(F)F)=O.